Dataset: Reaction yield outcomes from USPTO patents with 853,638 reactions. Task: Predict the reaction yield, written as a fraction of the theoretical maximum amount of product (1.0 means a 100% yield; for example, 0.34 means a 34% yield). The reactants are [CH3:1][N:2]1[C:6]2[CH:7]=[CH:8][CH:9]=[CH:10][C:5]=2[N:4]=[C:3]1[NH2:11].[C:12](N1C=CN=C1)([N:14]1[CH:18]=[CH:17][N:16]=[CH:15]1)=[S:13]. The catalyst is C(#N)C. The product is [CH3:1][N:2]1[C:6]2[CH:7]=[CH:8][CH:9]=[CH:10][C:5]=2[N:4]=[C:3]1[NH:11][C:12]([N:14]1[CH:18]=[CH:17][N:16]=[CH:15]1)=[S:13]. The yield is 0.715.